This data is from Reaction yield outcomes from USPTO patents with 853,638 reactions. The task is: Predict the reaction yield, written as a fraction of the theoretical maximum amount of product (1.0 means a 100% yield; for example, 0.34 means a 34% yield). (1) The reactants are Cl([O-])=O.[Na+].[OH:5][C:6]1[CH:7]=[C:8]([CH:11]=[C:12]([N+:15]([O-:17])=[O:16])[C:13]=1[OH:14])[CH:9]=[O:10].P([O-])(O)(O)=[O:19].[Na+].C([O-])(O)=O.[Na+]. The catalyst is O.CS(C)=O.O. The product is [OH:5][C:6]1[CH:7]=[C:8]([CH:11]=[C:12]([N+:15]([O-:17])=[O:16])[C:13]=1[OH:14])[C:9]([OH:19])=[O:10]. The yield is 0.940. (2) The reactants are [F:1][C:2]1[CH:3]=[CH:4][C:5]([OH:18])=[C:6]([C:8](=[O:17])[CH2:9][C:10]2[CH:15]=[CH:14][CH:13]=[C:12]([F:16])[CH:11]=2)[CH:7]=1.[C:19](OC(=O)CC)(=O)[CH2:20][CH3:21].Cl. The catalyst is C(N(CC)CC)C. The product is [CH2:20]([C:21]1[O:18][C:5]2[C:6]([C:8](=[O:17])[C:9]=1[C:10]1[CH:15]=[CH:14][CH:13]=[C:12]([F:16])[CH:11]=1)=[CH:7][C:2]([F:1])=[CH:3][CH:4]=2)[CH3:19]. The yield is 0.520.